Dataset: Reaction yield outcomes from USPTO patents with 853,638 reactions. Task: Predict the reaction yield, written as a fraction of the theoretical maximum amount of product (1.0 means a 100% yield; for example, 0.34 means a 34% yield). (1) The reactants are [C:1]([OH:10])(=[O:9])[C:2]1[C:3](=[CH:5][CH:6]=[CH:7][CH:8]=1)[NH2:4].CC1(C)O[C:17](=[O:18])[CH2:16][C:14](=[O:15])[O:13]1. The catalyst is C1(C)C=CC=CC=1. The product is [C:14]([CH2:16][C:17]([NH:4][C:3]1[CH:5]=[CH:6][CH:7]=[CH:8][C:2]=1[C:1]([OH:10])=[O:9])=[O:18])([OH:15])=[O:13]. The yield is 0.860. (2) The reactants are [O:1]=[C:2]([C:9]1[CH:14]=[CH:13][C:12]([O:15][C:16]2[CH:21]=[CH:20][CH:19]=[CH:18][CH:17]=2)=[CH:11][CH:10]=1)[CH2:3][C:4]([O:6][CH2:7][CH3:8])=[O:5].[H-].[Na+].[F:24][C:25]([F:35])([F:34])[C:26]1[CH:33]=[CH:32][C:29]([CH2:30]Br)=[CH:28][CH:27]=1.O. The catalyst is COCCOC. The product is [O:1]=[C:2]([C:9]1[CH:14]=[CH:13][C:12]([O:15][C:16]2[CH:21]=[CH:20][CH:19]=[CH:18][CH:17]=2)=[CH:11][CH:10]=1)[CH:3]([CH2:30][C:29]1[CH:28]=[CH:27][C:26]([C:25]([F:24])([F:34])[F:35])=[CH:33][CH:32]=1)[C:4]([O:6][CH2:7][CH3:8])=[O:5]. The yield is 0.660. (3) The reactants are [Br:1][C:2]1[C:7]([O:8][CH3:9])=[CH:6][C:5]([C:10]2[O:11][CH:12]=[CH:13][CH:14]=2)=[CH:4][C:3]=1[O:15][CH3:16].CON(C)[C:20](=[O:36])[CH:21]([O:34][CH3:35])[C:22]1[CH:27]=[CH:26][C:25]([C:28]2[O:29][C:30]([CH3:33])=[CH:31][CH:32]=2)=[CH:24][CH:23]=1. The yield is 0.470. No catalyst specified. The product is [Br:1][C:2]1[C:7]([O:8][CH3:9])=[CH:6][C:5]([C:10]2[O:11][C:12]([C:20](=[O:36])[CH:21]([O:34][CH3:35])[C:22]3[CH:27]=[CH:26][C:25]([C:28]4[O:29][C:30]([CH3:33])=[CH:31][CH:32]=4)=[CH:24][CH:23]=3)=[CH:13][CH:14]=2)=[CH:4][C:3]=1[O:15][CH3:16]. (4) The reactants are C(O[K])(C)(C)C.[Br:7][C:8]([F:15])([F:14])[C:9]([O:11][CH2:12][CH3:13])=[O:10].C(O)[C:17]1[CH:22]=[CH:21]C=[CH:19][CH:18]=1. The catalyst is CCCCCC. The product is [Br:7][C:8]([F:15])([F:14])[C:9]([O:11][CH2:12][C:13]1[CH:21]=[CH:22][CH:17]=[CH:18][CH:19]=1)=[O:10]. The yield is 0.580.